Dataset: TCR-epitope binding with 47,182 pairs between 192 epitopes and 23,139 TCRs. Task: Binary Classification. Given a T-cell receptor sequence (or CDR3 region) and an epitope sequence, predict whether binding occurs between them. (1) The epitope is YLDAYNMMI. The TCR CDR3 sequence is CASAFRGDTQYF. Result: 1 (the TCR binds to the epitope). (2) The epitope is QIKVRVKMV. The TCR CDR3 sequence is CASSFARGLYNEQFF. Result: 0 (the TCR does not bind to the epitope). (3) The epitope is KTSVDCTMYI. The TCR CDR3 sequence is CSVEVFPDTYNEQFF. Result: 1 (the TCR binds to the epitope). (4) The epitope is IVTDFSVIK. The TCR CDR3 sequence is CATDTGSYGYTF. Result: 0 (the TCR does not bind to the epitope). (5) The TCR CDR3 sequence is CASSFDAGGNEQYF. The epitope is RAKFKQLL. Result: 0 (the TCR does not bind to the epitope). (6) The epitope is VVYRGTTTY. The TCR CDR3 sequence is CASSSGPPIGPNEQFF. Result: 0 (the TCR does not bind to the epitope). (7) The epitope is LLSAGIFGA. The TCR CDR3 sequence is CASNEGETQYF. Result: 0 (the TCR does not bind to the epitope).